Dataset: Forward reaction prediction with 1.9M reactions from USPTO patents (1976-2016). Task: Predict the product of the given reaction. (1) Given the reactants Br[C:2]1[N:6]([CH2:7][CH2:8][CH3:9])[CH:5]=[N:4][C:3]=1[C:10]1[CH:15]=[C:14]([C:16]#[N:17])[CH:13]=[CH:12][N:11]=1.[Cl:18][C:19]1[CH:24]=[CH:23][C:22](B(O)O)=[CH:21][C:20]=1[F:28], predict the reaction product. The product is: [Cl:18][C:19]1[CH:24]=[CH:23][C:22]([C:2]2[N:6]([CH2:7][CH2:8][CH3:9])[CH:5]=[N:4][C:3]=2[C:10]2[CH:15]=[C:14]([C:16]#[N:17])[CH:13]=[CH:12][N:11]=2)=[CH:21][C:20]=1[F:28]. (2) Given the reactants [F:1][C:2]1[CH:7]=[CH:6][C:5]([N:8]2[CH:12]=[CH:11][C:10]([Sn](CCCC)(CCCC)CCCC)=[N:9]2)=[CH:4][CH:3]=1.[CH2:26]([O:30][C:31]([C:33]1[N:34]=[N:35][C:36](Cl)=[CH:37][CH:38]=1)=[CH2:32])[CH2:27][CH2:28][CH3:29], predict the reaction product. The product is: [CH2:26]([O:30][C:31]([C:33]1[N:34]=[N:35][C:36]([C:10]2[CH:11]=[CH:12][N:8]([C:5]3[CH:4]=[CH:3][C:2]([F:1])=[CH:7][CH:6]=3)[N:9]=2)=[CH:37][CH:38]=1)=[CH2:32])[CH2:27][CH2:28][CH3:29]. (3) Given the reactants CS([C:5]1[N:10]=[C:9]([C:11]2[N:15]3[CH:16]=[CH:17][N:18]=[C:19]([N:20]4[CH2:25][CH2:24][N:23]([CH3:26])[CH2:22][CH2:21]4)[C:14]3=[N:13][CH:12]=2)[CH:8]=[CH:7][N:6]=1)(=O)=O.[C:27]([O:31][C:32](=[O:42])[NH:33][CH2:34][CH:35]([NH2:41])[C:36]1[CH:40]=[CH:39][S:38][CH:37]=1)([CH3:30])([CH3:29])[CH3:28], predict the reaction product. The product is: [C:27]([O:31][C:32](=[O:42])[NH:33][CH2:34][CH:35]([NH:41][C:5]1[N:10]=[C:9]([C:11]2[N:15]3[CH:16]=[CH:17][N:18]=[C:19]([N:20]4[CH2:25][CH2:24][N:23]([CH3:26])[CH2:22][CH2:21]4)[C:14]3=[N:13][CH:12]=2)[CH:8]=[CH:7][N:6]=1)[C:36]1[CH:40]=[CH:39][S:38][CH:37]=1)([CH3:30])([CH3:28])[CH3:29]. (4) The product is: [CH2:16]([O:23][C:24]([NH:26][CH2:27][CH2:28][CH2:29][CH2:30][CH:6]([C:7]([O:9][CH2:10][CH3:11])=[O:8])[C:5]([O:13][CH2:14][CH3:15])=[O:12])=[O:25])[C:17]1[CH:22]=[CH:21][CH:20]=[CH:19][CH:18]=1. Given the reactants [O-]CC.[Na+].[C:5]([O:13][CH2:14][CH3:15])(=[O:12])[CH2:6][C:7]([O:9][CH2:10][CH3:11])=[O:8].[CH2:16]([O:23][C:24]([NH:26][CH2:27][CH2:28][CH2:29][CH2:30]Br)=[O:25])[C:17]1[CH:22]=[CH:21][CH:20]=[CH:19][CH:18]=1, predict the reaction product. (5) Given the reactants [Br:1][C:2]1[N:7]=[CH:6][C:5]([OH:8])=[CH:4][CH:3]=1.C(=O)([O-])[O-].[K+].[K+].Br[CH2:16][C:17]1[CH:22]=[CH:21][CH:20]=[CH:19][C:18]=1[F:23], predict the reaction product. The product is: [Br:1][C:2]1[CH:3]=[CH:4][C:5]([O:8][CH2:16][C:17]2[CH:22]=[CH:21][CH:20]=[CH:19][C:18]=2[F:23])=[CH:6][N:7]=1. (6) Given the reactants [CH3:1][N:2]([CH3:8])[C@H:3]1[CH2:7][CH2:6][NH:5][CH2:4]1.C(N(CC)CC)C.F[C:17]1[C:18]([C:35]2[CH:40]=[CH:39][CH:38]=[CH:37][CH:36]=2)=[C:19]([CH3:34])[C:20]([C:32]#[N:33])=[C:21]2[C:25]=1[O:24][C:23]([C:26]1[N:27]([CH3:31])[CH:28]=[CH:29][CH:30]=1)=[N:22]2, predict the reaction product. The product is: [CH3:1][N:2]([CH3:8])[C@H:3]1[CH2:7][CH2:6][N:5]([C:17]2[C:18]([C:35]3[CH:40]=[CH:39][CH:38]=[CH:37][CH:36]=3)=[C:19]([CH3:34])[C:20]([C:32]#[N:33])=[C:21]3[C:25]=2[O:24][C:23]([C:26]2[N:27]([CH3:31])[CH:28]=[CH:29][CH:30]=2)=[N:22]3)[CH2:4]1.